This data is from Reaction yield outcomes from USPTO patents with 853,638 reactions. The task is: Predict the reaction yield, written as a fraction of the theoretical maximum amount of product (1.0 means a 100% yield; for example, 0.34 means a 34% yield). The reactants are [CH2:1]([OH:12])[CH2:2][C:3]1[CH:11]=[CH:10][C:8]([OH:9])=[C:5]([O:6][CH3:7])[CH:4]=1.[CH2:13](Br)[C:14]1[CH:19]=[CH:18][CH:17]=[CH:16][CH:15]=1.[OH-].[Na+]. The catalyst is C(O)C. The product is [CH2:13]([O:9][C:8]1[CH:10]=[CH:11][C:3]([CH2:2][CH2:1][OH:12])=[CH:4][C:5]=1[O:6][CH3:7])[C:14]1[CH:19]=[CH:18][CH:17]=[CH:16][CH:15]=1. The yield is 0.800.